Dataset: Reaction yield outcomes from USPTO patents with 853,638 reactions. Task: Predict the reaction yield, written as a fraction of the theoretical maximum amount of product (1.0 means a 100% yield; for example, 0.34 means a 34% yield). (1) The reactants are [Cl:1][C:2]1[C:3]([C:32]2[CH:33]=[N:34][N:35]3[CH:40]=[CH:39][CH:38]=[CH:37][C:36]=23)=[N:4][C:5]([NH:8][C:9]2[C:14]([O:15][CH3:16])=[CH:13][C:12]([N:17]3[CH2:22][CH2:21][N:20]([CH2:23][C:24]([N:26]([CH3:28])[CH3:27])=[O:25])[CH2:19][CH2:18]3)=[C:11]([N+:29]([O-])=O)[CH:10]=2)=[N:6][CH:7]=1.[NH4+].[Cl-]. The catalyst is C(O)C.O.[Fe]. The product is [NH2:29][C:11]1[CH:10]=[C:9]([NH:8][C:5]2[N:4]=[C:3]([C:32]3[CH:33]=[N:34][N:35]4[CH:40]=[CH:39][CH:38]=[CH:37][C:36]=34)[C:2]([Cl:1])=[CH:7][N:6]=2)[C:14]([O:15][CH3:16])=[CH:13][C:12]=1[N:17]1[CH2:18][CH2:19][N:20]([CH2:23][C:24]([N:26]([CH3:27])[CH3:28])=[O:25])[CH2:21][CH2:22]1. The yield is 0.860. (2) The reactants are C[Al].[CH2:3]([NH2:6])[CH2:4][NH2:5].[CH2:7]([NH:11][C:12]1[CH:13]=[CH:14][C:15]2[N:16]([C:18]([C:21]3[CH:30]=[CH:29][C:24]([C:25]([O:27]C)=[O:26])=[CH:23][CH:22]=3)=[CH:19][N:20]=2)[N:17]=1)[CH2:8][CH2:9][CH3:10].O. The catalyst is C1(C)C=CC=CC=1.C(Cl)(Cl)Cl.CO. The product is [C:25]([OH:27])(=[O:26])[CH3:24].[CH2:7]([NH:11][C:12]1[CH:13]=[CH:14][C:15]2[N:16]([C:18]([C:21]3[CH:30]=[CH:29][C:24]([C:25]4[NH:5][CH2:4][CH2:3][N:6]=4)=[CH:23][CH:22]=3)=[CH:19][N:20]=2)[N:17]=1)[CH2:8][CH2:9][CH3:10]. The yield is 0.0300.